From a dataset of CYP2C19 inhibition data for predicting drug metabolism from PubChem BioAssay. Regression/Classification. Given a drug SMILES string, predict its absorption, distribution, metabolism, or excretion properties. Task type varies by dataset: regression for continuous measurements (e.g., permeability, clearance, half-life) or binary classification for categorical outcomes (e.g., BBB penetration, CYP inhibition). Dataset: cyp2c19_veith. (1) The compound is C[C@@H](Cc1ccc(OCC(=O)[O-])cc1)NC[C@H](O)c1cccc(Cl)c1.[Na+]. The result is 0 (non-inhibitor). (2) The compound is NNC(=O)c1nn(-c2ccc(Cl)cc2)ccc1=O. The result is 0 (non-inhibitor).